This data is from NCI-60 drug combinations with 297,098 pairs across 59 cell lines. The task is: Regression. Given two drug SMILES strings and cell line genomic features, predict the synergy score measuring deviation from expected non-interaction effect. (1) Drug 1: CC(C1=C(C=CC(=C1Cl)F)Cl)OC2=C(N=CC(=C2)C3=CN(N=C3)C4CCNCC4)N. Drug 2: CC1C(C(CC(O1)OC2CC(CC3=C2C(=C4C(=C3O)C(=O)C5=C(C4=O)C(=CC=C5)OC)O)(C(=O)C)O)N)O.Cl. Cell line: MALME-3M. Synergy scores: CSS=27.8, Synergy_ZIP=-5.54, Synergy_Bliss=5.11, Synergy_Loewe=-2.73, Synergy_HSA=3.19. (2) Drug 1: CC1C(C(CC(O1)OC2CC(CC3=C2C(=C4C(=C3O)C(=O)C5=C(C4=O)C(=CC=C5)OC)O)(C(=O)CO)O)N)O.Cl. Drug 2: CC1CCCC2(C(O2)CC(NC(=O)CC(C(C(=O)C(C1O)C)(C)C)O)C(=CC3=CSC(=N3)C)C)C. Cell line: HL-60(TB). Synergy scores: CSS=67.4, Synergy_ZIP=0.521, Synergy_Bliss=1.51, Synergy_Loewe=-0.191, Synergy_HSA=0.292. (3) Drug 1: CC1=C(C(=CC=C1)Cl)NC(=O)C2=CN=C(S2)NC3=CC(=NC(=N3)C)N4CCN(CC4)CCO. Drug 2: CC(C)(C#N)C1=CC(=CC(=C1)CN2C=NC=N2)C(C)(C)C#N. Cell line: OVCAR3. Synergy scores: CSS=4.73, Synergy_ZIP=-4.92, Synergy_Bliss=-1.36, Synergy_Loewe=-7.47, Synergy_HSA=-1.97. (4) Drug 1: CN(C)N=NC1=C(NC=N1)C(=O)N. Drug 2: CCC1(C2=C(COC1=O)C(=O)N3CC4=CC5=C(C=CC(=C5CN(C)C)O)N=C4C3=C2)O.Cl. Cell line: RPMI-8226. Synergy scores: CSS=25.3, Synergy_ZIP=-0.487, Synergy_Bliss=8.39, Synergy_Loewe=-1.38, Synergy_HSA=5.45. (5) Drug 1: C1=CC(=CC=C1C#N)C(C2=CC=C(C=C2)C#N)N3C=NC=N3. Drug 2: CCC1(CC2CC(C3=C(CCN(C2)C1)C4=CC=CC=C4N3)(C5=C(C=C6C(=C5)C78CCN9C7C(C=CC9)(C(C(C8N6C)(C(=O)OC)O)OC(=O)C)CC)OC)C(=O)OC)O.OS(=O)(=O)O. Cell line: K-562. Synergy scores: CSS=6.84, Synergy_ZIP=1.70, Synergy_Bliss=1.86, Synergy_Loewe=5.05, Synergy_HSA=-1.05. (6) Drug 2: C1CCC(C(C1)N)N.C(=O)(C(=O)[O-])[O-].[Pt+4]. Drug 1: C(CC(=O)O)C(=O)CN.Cl. Cell line: SF-539. Synergy scores: CSS=16.0, Synergy_ZIP=-6.18, Synergy_Bliss=-0.818, Synergy_Loewe=-4.63, Synergy_HSA=0.843.